Dataset: NCI-60 drug combinations with 297,098 pairs across 59 cell lines. Task: Regression. Given two drug SMILES strings and cell line genomic features, predict the synergy score measuring deviation from expected non-interaction effect. Drug 1: C1=CC(=CC=C1CC(C(=O)O)N)N(CCCl)CCCl.Cl. Drug 2: CC1CCC2CC(C(=CC=CC=CC(CC(C(=O)C(C(C(=CC(C(=O)CC(OC(=O)C3CCCCN3C(=O)C(=O)C1(O2)O)C(C)CC4CCC(C(C4)OC)OCCO)C)C)O)OC)C)C)C)OC. Cell line: 786-0. Synergy scores: CSS=31.1, Synergy_ZIP=-8.32, Synergy_Bliss=-4.27, Synergy_Loewe=-2.45, Synergy_HSA=-2.10.